Dataset: Catalyst prediction with 721,799 reactions and 888 catalyst types from USPTO. Task: Predict which catalyst facilitates the given reaction. Reactant: C([O:3][C:4](=[O:35])[CH:5]([C:10]1[CH:11]=[C:12]([C:25]2[CH:30]=[CH:29][C:28]([C:31]([F:34])([F:33])[F:32])=[CH:27][CH:26]=2)[CH:13]=[C:14]([N:16]2[CH2:21][CH2:20][CH2:19][CH2:18][CH:17]2[CH2:22][CH2:23][CH3:24])[CH:15]=1)[CH2:6][CH:7]([CH3:9])[CH3:8])C.[OH-].[Na+]. Product: [CH3:9][CH:7]([CH3:8])[CH2:6][CH:5]([C:10]1[CH:11]=[C:12]([C:25]2[CH:26]=[CH:27][C:28]([C:31]([F:34])([F:33])[F:32])=[CH:29][CH:30]=2)[CH:13]=[C:14]([N:16]2[CH2:21][CH2:20][CH2:19][CH2:18][CH:17]2[CH2:22][CH2:23][CH3:24])[CH:15]=1)[C:4]([OH:35])=[O:3]. The catalyst class is: 5.